The task is: Predict which catalyst facilitates the given reaction.. This data is from Catalyst prediction with 721,799 reactions and 888 catalyst types from USPTO. Reactant: C([Sn](CCCC)(CCCC)[C:6]1[CH:11]=[CH:10][C:9]([Sn](CCCC)(CCCC)CCCC)=[CH:8][CH:7]=1)CCC.Br[C:34]1[CH:39]=[CH:38][CH:37]=[CH:36][C:35]=1[NH:40][C:41](=[O:51])[CH2:42][CH2:43][CH2:44][CH2:45][CH2:46][CH2:47][CH2:48][CH2:49][CH3:50]. Product: [C:34]1([C:38]2[CH:37]=[CH:36][C:35]([C:6]3[CH:7]=[CH:8][CH:9]=[CH:10][C:11]=3[NH:40][C:41](=[O:51])[CH2:42][CH2:43][CH2:44][CH2:45][CH2:46][CH2:47][CH2:48][CH2:49][CH3:50])=[CH:34][CH:39]=2)[CH:39]=[CH:38][CH:37]=[CH:36][C:35]=1[NH:40][C:41](=[O:51])[CH2:42][CH2:43][CH2:44][CH2:45][CH2:46][CH2:47][CH2:48][CH2:49][CH3:50]. The catalyst class is: 455.